This data is from Catalyst prediction with 721,799 reactions and 888 catalyst types from USPTO. The task is: Predict which catalyst facilitates the given reaction. (1) Reactant: Br[C:2]1[CH:3]=[C:4]([N+:11]([O-:13])=[O:12])[CH:5]=[C:6]([N+:8]([O-:10])=[O:9])[CH:7]=1.[C:14]1([CH3:20])C=CC=C[CH:15]=1.C([O-])([O-])=O.[Cs+].[Cs+].B1(C2CC2)OC(=O)CN(C)CC(=O)O1. Product: [CH:20]1([C:2]2[CH:3]=[C:4]([N+:11]([O-:13])=[O:12])[CH:5]=[C:6]([N+:8]([O-:10])=[O:9])[CH:7]=2)[CH2:14][CH2:15]1. The catalyst class is: 6. (2) Reactant: [CH3:1][S:2][CH:3]([O:7][C:8]1[CH:9]=[C:10]2[C:15](=[CH:16][CH:17]=1)[N:14]=[CH:13][C:12]([CH:18]=[CH2:19])=[CH:11]2)[C:4]([OH:6])=O.CCN(CC)CC.C1C=NC2N(O)N=NC=2C=1.C[C:38]1[CH:43]=[CH:42][N:41]=[C:40]([C:44]([NH2:47])([CH3:46])[CH3:45])[CH:39]=1.CCN=C=NCCCN(C)C. Product: [CH3:45][C:44]([NH:47][C:4](=[O:6])[CH:3]([S:2][CH3:1])[O:7][C:8]1[CH:9]=[C:10]2[C:15](=[CH:16][CH:17]=1)[N:14]=[CH:13][C:12]([CH:18]=[CH2:19])=[CH:11]2)([C:40]1[CH:39]=[CH:38][CH:43]=[CH:42][N:41]=1)[CH3:46]. The catalyst class is: 31. (3) Reactant: C([O:4][C@@H:5]1[C@@H:13]([C@@:14]2([CH3:45])[CH2:19][CH2:18][C@H:17]([O:20][Si:21]([C:34]([CH3:37])([CH3:36])[CH3:35])([C:28]3[CH:33]=[CH:32][CH:31]=[CH:30][CH:29]=3)[C:22]3[CH:27]=[CH:26][CH:25]=[CH:24][CH:23]=3)[CH2:16][C@@H:15]2[CH2:38][CH2:39][N:40]2[CH:44]=[CH:43][CH:42]=[N:41]2)[CH2:12][CH2:11][C@@:10]2([CH3:46])[C@H:6]1[CH2:7][CH2:8][C:9]2=[CH2:47])(=O)C.[H-].[H-].[H-].[H-].[Li+].[Al+3]. Product: [N:40]1([CH2:39][CH2:38][C@H:15]2[CH2:16][C@@H:17]([O:20][Si:21]([C:34]([CH3:37])([CH3:36])[CH3:35])([C:28]3[CH:33]=[CH:32][CH:31]=[CH:30][CH:29]=3)[C:22]3[CH:23]=[CH:24][CH:25]=[CH:26][CH:27]=3)[CH2:18][CH2:19][C@@:14]2([C@H:13]2[CH2:12][CH2:11][C@@:10]3([CH3:46])[C@@H:6]([CH2:7][CH2:8][C:9]3=[CH2:47])[C@@H:5]2[OH:4])[CH3:45])[CH:44]=[CH:43][CH:42]=[N:41]1. The catalyst class is: 116. (4) Reactant: [C:1]([O:4]/[N:5]=[C:6](\[NH2:16])/[CH2:7][C:8]1[CH:13]=[C:12]([Cl:14])[CH:11]=[CH:10][C:9]=1[Br:15])(=O)[CH3:2].ClC(Cl)(Cl)C(Cl)(Cl)Cl.C1(C)C=CC=CC=1. Product: [Br:15][C:9]1[CH:10]=[CH:11][C:12]([Cl:14])=[CH:13][C:8]=1[CH2:7][C:6]1[N:16]=[C:1]([CH3:2])[O:4][N:5]=1. The catalyst class is: 52.